From a dataset of Forward reaction prediction with 1.9M reactions from USPTO patents (1976-2016). Predict the product of the given reaction. (1) Given the reactants Br[C:2]1[CH2:7][CH2:6][CH2:5][CH2:4][CH:3]=1.[Li]C(C)(C)C.CCCCC.[Si:18]([O:25][CH2:26][CH2:27][CH2:28][C:29]([C:31]1[CH:35]=[C:34]([CH2:36][O:37][Si:38]([CH:45]([CH3:47])[CH3:46])([CH:42]([CH3:44])[CH3:43])[CH:39]([CH3:41])[CH3:40])[S:33][CH:32]=1)=[O:30])([C:21]([CH3:24])([CH3:23])[CH3:22])([CH3:20])[CH3:19].C1CCCCC=1, predict the reaction product. The product is: [Si:18]([O:25][CH2:26][CH2:27][CH2:28][C:29]([C:2]1[CH2:7][CH2:6][CH2:5][CH2:4][CH:3]=1)([C:31]1[CH:35]=[C:34]([CH2:36][O:37][Si:38]([CH:39]([CH3:41])[CH3:40])([CH:45]([CH3:47])[CH3:46])[CH:42]([CH3:43])[CH3:44])[S:33][CH:32]=1)[OH:30])([C:21]([CH3:23])([CH3:22])[CH3:24])([CH3:20])[CH3:19]. (2) Given the reactants [C:1]1([CH2:7][CH2:8][CH2:9][C:10]2[NH:14][CH:13]=[N:12][CH:11]=2)[CH:6]=[CH:5][CH:4]=[CH:3][CH:2]=1.CC([O-])(C)C.[K+].Br[CH2:22][C:23]([O:25][CH2:26][CH3:27])=[O:24].O, predict the reaction product. The product is: [CH2:26]([O:25][C:23](=[O:24])[CH2:22][N:14]1[C:10]([CH2:9][CH2:8][CH2:7][C:1]2[CH:2]=[CH:3][CH:4]=[CH:5][CH:6]=2)=[CH:11][N:12]=[CH:13]1)[CH3:27].[CH2:26]([O:25][C:23](=[O:24])[CH2:22][N:12]1[CH:11]=[C:10]([CH2:9][CH2:8][CH2:7][C:1]2[CH:2]=[CH:3][CH:4]=[CH:5][CH:6]=2)[N:14]=[CH:13]1)[CH3:27].